Dataset: Forward reaction prediction with 1.9M reactions from USPTO patents (1976-2016). Task: Predict the product of the given reaction. (1) Given the reactants [OH-].[Na+].CO.[CH3:5][O:6][CH:7]([O:25][CH3:26])[CH2:8][O:9][CH2:10][CH2:11][O:12][CH2:13][CH2:14][O:15][CH2:16][CH2:17][O:18][CH2:19][CH2:20][O:21]C(=O)C.C(Cl)(Cl)Cl.CO, predict the reaction product. The product is: [CH3:26][O:25][CH:7]([O:6][CH3:5])[CH2:8][O:9][CH2:10][CH2:11][O:12][CH2:13][CH2:14][O:15][CH2:16][CH2:17][O:18][CH2:19][CH2:20][OH:21]. (2) Given the reactants C([N-]C(C)C)(C)C.[Li+].[F:9][C:10]1[CH:15]=[CH:14][C:13]([CH:16]([CH3:18])[CH3:17])=[CH:12][N:11]=1.[I:19]I.O, predict the reaction product. The product is: [F:9][C:10]1[C:15]([I:19])=[CH:14][C:13]([CH:16]([CH3:18])[CH3:17])=[CH:12][N:11]=1. (3) Given the reactants CC(OC[CH:6]([CH2:19][O:20][C:21]([CH3:23])=[O:22])[CH2:7][CH2:8][N:9]1[C:13]2N=C(N)N=CC=2N=C1)=O.NC1N=C(Cl)C(NC=O)=C(Cl)N=1.C(OCC(CCCCN)C([O-])=O)(=O)C.C(OC(=CCCC(C)N)C([O-])=O)(=O)C, predict the reaction product. The product is: [C:21]([O:20][CH2:19][CH:6]1[CH2:7][CH2:8][NH:9][CH2:13]1)(=[O:22])[CH3:23].